This data is from Forward reaction prediction with 1.9M reactions from USPTO patents (1976-2016). The task is: Predict the product of the given reaction. (1) Given the reactants [C:1]([C:5]1[CH:10]=[CH:9][C:8]([CH2:11][C:12]([O:14][CH3:15])=[O:13])=[CH:7][CH:6]=1)([CH3:4])([CH3:3])[CH3:2].C[Si]([N-][Si](C)(C)C)(C)C.[Li+].[CH2:26](I)[CH3:27], predict the reaction product. The product is: [C:1]([C:5]1[CH:6]=[CH:7][C:8]([CH:11]([CH2:26][CH3:27])[C:12]([O:14][CH3:15])=[O:13])=[CH:9][CH:10]=1)([CH3:4])([CH3:2])[CH3:3]. (2) Given the reactants [Cl:1][CH2:2][CH2:3][CH2:4][S:5][C:6]1[CH:32]=[CH:31][C:9]([O:10][CH:11]2[CH2:15][CH2:14][N:13]([CH:16]3[CH2:21][CH2:20][N:19]([C:22]4[S:26][N:25]=[C:24]([CH:27]([CH3:29])[CH3:28])[N:23]=4)[CH2:18][CH2:17]3)[C:12]2=[O:30])=[C:8]([F:33])[CH:7]=1.ClC1C=C(C=CC=1)C(OO)=[O:39].[OH2:45], predict the reaction product. The product is: [Cl:1][CH2:2][CH2:3][CH2:4][S:5]([C:6]1[CH:32]=[CH:31][C:9]([O:10][CH:11]2[CH2:15][CH2:14][N:13]([CH:16]3[CH2:17][CH2:18][N:19]([C:22]4[S:26][N:25]=[C:24]([CH:27]([CH3:29])[CH3:28])[N:23]=4)[CH2:20][CH2:21]3)[C:12]2=[O:30])=[C:8]([F:33])[CH:7]=1)(=[O:39])=[O:45]. (3) Given the reactants [Cl:1][C:2]1[CH:3]=[CH:4][C:5]2[N:6]([C:8]([CH:11]([C:13]3[C:14]([F:24])=[C:15]4[C:20](=[CH:21][C:22]=3[F:23])[N:19]=[CH:18][CH:17]=[CH:16]4)O)=[CH:9][N:10]=2)[N:7]=1.II.O[PH2]=O.[OH-].[Na+], predict the reaction product. The product is: [Cl:1][C:2]1[CH:3]=[CH:4][C:5]2[N:6]([C:8]([CH2:11][C:13]3[C:14]([F:24])=[C:15]4[C:20](=[CH:21][C:22]=3[F:23])[N:19]=[CH:18][CH:17]=[CH:16]4)=[CH:9][N:10]=2)[N:7]=1. (4) Given the reactants NC1C(C(NC2C=NC=CC=2N2CC[C@@H](O[Si](C(C)(C)C)(C)C)[C@H](NC(=O)OC(C)(C)C)C2)=O)=NC(Br)=CC=1.FC1C=CC=C(F)C=1B(O)O.[NH2:51][C:52]1[C:53]([C:66]([NH:68][C:69]2[CH:70]=[N:71][CH:72]=[CH:73][C:74]=2[N:75]2[CH2:80][CH2:79][C@@H:78]([O:81][Si](C(C)(C)C)(C)C)[C@H:77]([NH:89]C(=O)OC(C)(C)C)[CH2:76]2)=[O:67])=[N:54][C:55]([C:58]2[C:63]([F:64])=[CH:62][CH:61]=[CH:60][C:59]=2[F:65])=[CH:56][CH:57]=1.Cl, predict the reaction product. The product is: [NH2:51][C:52]1[C:53]([C:66]([NH:68][C:69]2[CH:70]=[N:71][CH:72]=[CH:73][C:74]=2[N:75]2[CH2:80][CH2:79][C@@H:78]([OH:81])[C@H:77]([NH2:89])[CH2:76]2)=[O:67])=[N:54][C:55]([C:58]2[C:63]([F:64])=[CH:62][CH:61]=[CH:60][C:59]=2[F:65])=[CH:56][CH:57]=1. (5) The product is: [Br:1][C:2]1[CH:7]=[CH:6][C:5]([CH:8]([O:12][C:13]2[N:14]=[C:15]([O:21][CH3:22])[CH:16]=[C:17]([O:19][CH3:20])[N:18]=2)[C:9]([O:11][CH3:23])=[O:10])=[CH:4][CH:3]=1. Given the reactants [Br:1][C:2]1[CH:7]=[CH:6][C:5]([CH:8]([O:12][C:13]2[N:18]=[C:17]([O:19][CH3:20])[CH:16]=[C:15]([O:21][CH3:22])[N:14]=2)[C:9]([O-:11])=[O:10])=[CH:4][CH:3]=1.[CH3:23]S(C1N=C(OC)C=C(OC)N=1)(=O)=O.C([O-])([O-])=O.[K+].[K+].O, predict the reaction product. (6) Given the reactants C(Cl)(=O)C(Cl)=O.[C:7]([C:11]1[CH:16]=[CH:15][C:14]([S:17]([NH:20][CH2:21][C:22]2[CH:30]=[CH:29][C:25]([C:26]([OH:28])=O)=[CH:24][CH:23]=2)(=[O:19])=[O:18])=[CH:13][CH:12]=1)([CH3:10])([CH3:9])[CH3:8].[N:31]1([C:37]2[N:42]=[CH:41][C:40]([NH2:43])=[CH:39][CH:38]=2)[CH2:36][CH2:35][O:34][CH2:33][CH2:32]1, predict the reaction product. The product is: [C:7]([C:11]1[CH:12]=[CH:13][C:14]([S:17]([NH:20][CH2:21][C:22]2[CH:23]=[CH:24][C:25]([C:26]([NH:43][C:40]3[CH:41]=[N:42][C:37]([N:31]4[CH2:32][CH2:33][O:34][CH2:35][CH2:36]4)=[CH:38][CH:39]=3)=[O:28])=[CH:29][CH:30]=2)(=[O:18])=[O:19])=[CH:15][CH:16]=1)([CH3:9])([CH3:10])[CH3:8]. (7) Given the reactants [Cl:1][C:2]1[CH:7]=[C:6](Cl)[N:5]=[CH:4][C:3]=1[CH2:9][NH:10][C:11]1[C:16]([F:17])=[C:15]([O:18][CH3:19])[CH:14]=[C:13]([O:20][CH3:21])[C:12]=1[F:22].CC1(C)C(C)(C)OB([C:31]2[CH:32]=[CH:33][C:34]([C:37]3([C:41]#[N:42])[CH2:40][CH2:39][CH2:38]3)=[N:35][CH:36]=2)O1.C(=O)([O-])[O-].[K+].[K+], predict the reaction product. The product is: [Cl:1][C:2]1[C:3]([CH2:9][NH:10][C:11]2[C:16]([F:17])=[C:15]([O:18][CH3:19])[CH:14]=[C:13]([O:20][CH3:21])[C:12]=2[F:22])=[CH:4][N:5]=[C:6]([C:31]2[CH:36]=[N:35][C:34]([C:37]3([C:41]#[N:42])[CH2:40][CH2:39][CH2:38]3)=[CH:33][CH:32]=2)[CH:7]=1. (8) Given the reactants [F:1][C:2]1[CH:3]=[C:4]([CH:6]=[CH:7][C:8]=1[O:9][C:10]1[CH:15]=[CH:14][N:13]=[C:12]2[CH:16]=[CH:17][S:18][C:11]=12)[NH2:5].[C:19]1([CH2:25][C:26]([N:28]=[C:29]=[S:30])=[O:27])[CH:24]=[CH:23][CH:22]=[CH:21][CH:20]=1, predict the reaction product. The product is: [F:1][C:2]1[CH:3]=[C:4]([NH:5][C:29]([NH:28][C:26](=[O:27])[CH2:25][C:19]2[CH:20]=[CH:21][CH:22]=[CH:23][CH:24]=2)=[S:30])[CH:6]=[CH:7][C:8]=1[O:9][C:10]1[CH:15]=[CH:14][N:13]=[C:12]2[CH:16]=[CH:17][S:18][C:11]=12.